The task is: Predict which catalyst facilitates the given reaction.. This data is from Catalyst prediction with 721,799 reactions and 888 catalyst types from USPTO. (1) The catalyst class is: 1. Reactant: [CH3:1][O-:2].[Na+].Cl[C:5]1[C:10]([C:11]([O:13][CH3:14])=[O:12])=[CH:9][N:8]=[C:7]([Cl:15])[CH:6]=1. Product: [Cl:15][C:7]1[CH:6]=[C:5]([O:2][CH3:1])[C:10]([C:11]([O:13][CH3:14])=[O:12])=[CH:9][N:8]=1. (2) Reactant: [Cl:1][C:2]1[C:7]2[O:8][CH2:9][O:10][C:6]=2[CH:5]=[C:4]([CH2:11][C@H:12]([NH:20][C:21](=[O:27])[O:22][C:23]([CH3:26])([CH3:25])[CH3:24])[C@H:13]([OH:19])[C:14]2[S:15][CH:16]=[CH:17][N:18]=2)[CH:3]=1.N1C(C)=CC=CC=1C.O([Si:44]([C:47]([CH3:50])([CH3:49])[CH3:48])([CH3:46])[CH3:45])S(C(F)(F)F)(=O)=O.CCN(C(C)C)C(C)C.C(OC(OC(OC(C)(C)C)=O)=O)(C)(C)C.C1COCC1. Product: [Si:44]([O:19][C@H:13]([C:14]1[S:15][CH:16]=[CH:17][N:18]=1)[C@@H:12]([NH:20][C:21](=[O:27])[O:22][C:23]([CH3:24])([CH3:26])[CH3:25])[CH2:11][C:4]1[CH:3]=[C:2]([Cl:1])[C:7]2[O:8][CH2:9][O:10][C:6]=2[CH:5]=1)([C:47]([CH3:50])([CH3:49])[CH3:48])([CH3:46])[CH3:45]. The catalyst class is: 2. (3) Reactant: [N:1]12[CH2:8][CH2:7][CH:4]([CH2:5][CH2:6]1)[C:3](=O)[CH2:2]2.[NH2:10][C:11]1[CH:16]=[CH:15][CH:14]=[CH:13][CH:12]=1.[BH4-].[Na+]. Product: [C:11]1([NH:10][CH:3]2[CH:4]3[CH2:7][CH2:8][N:1]([CH2:6][CH2:5]3)[CH2:2]2)[CH:16]=[CH:15][CH:14]=[CH:13][CH:12]=1. The catalyst class is: 14. (4) Reactant: [C:1]([O:5][C:6](=[O:17])[NH:7][C@H:8]([C:10]1[CH:15]=[CH:14][C:13](Br)=[CH:12][CH:11]=1)[CH3:9])([CH3:4])([CH3:3])[CH3:2].CN(C)CCN(C)C.C([Li])CCC.[CH:31]([C@:33]1([CH3:48])[CH2:37][CH2:36][CH2:35][N:34]1[C:38]([O:40][CH2:41][C:42]1[CH:47]=[CH:46][CH:45]=[CH:44][CH:43]=1)=[O:39])=[O:32].[Cl-].[NH4+]. Product: [C:1]([O:5][C:6]([NH:7][C@H:8]([C:10]1[CH:15]=[CH:14][C:13]([CH:31]([OH:32])[C@:33]2([CH3:48])[CH2:37][CH2:36][CH2:35][N:34]2[C:38]([O:40][CH2:41][C:42]2[CH:47]=[CH:46][CH:45]=[CH:44][CH:43]=2)=[O:39])=[CH:12][CH:11]=1)[CH3:9])=[O:17])([CH3:4])([CH3:3])[CH3:2]. The catalyst class is: 7. (5) Reactant: [Br:1][C:2]1[CH:7]=[C:6]([N+:8]([O-:10])=[O:9])[CH:5]=[C:4]([CH3:11])[C:3]=1[C@H:12]([OH:15])[CH2:13][OH:14].N1C=CC=CC=1.[C:22](Cl)([C:24]([CH3:27])([CH3:26])[CH3:25])=[O:23].C([O-])(O)=O.[Na+]. Product: [C:22]([O:14][CH2:13][C@H:12]([C:3]1[C:4]([CH3:11])=[CH:5][C:6]([N+:8]([O-:10])=[O:9])=[CH:7][C:2]=1[Br:1])[OH:15])(=[O:23])[C:24]([CH3:27])([CH3:26])[CH3:25]. The catalyst class is: 2. (6) Reactant: [OH:1][CH2:2][C:3]1[CH:27]=[C:6]2[CH2:7][N:8]([C:12]([O:14][CH2:15][C:16]3[CH:21]=[C:20]([C:22]([F:25])([F:24])[F:23])[CH:19]=[C:18]([Cl:26])[CH:17]=3)=[O:13])[CH2:9][CH2:10][CH2:11][N:5]2[N:4]=1. Product: [CH:2]([C:3]1[CH:27]=[C:6]2[CH2:7][N:8]([C:12]([O:14][CH2:15][C:16]3[CH:21]=[C:20]([C:22]([F:23])([F:25])[F:24])[CH:19]=[C:18]([Cl:26])[CH:17]=3)=[O:13])[CH2:9][CH2:10][CH2:11][N:5]2[N:4]=1)=[O:1]. The catalyst class is: 25.